This data is from Forward reaction prediction with 1.9M reactions from USPTO patents (1976-2016). The task is: Predict the product of the given reaction. (1) Given the reactants [F:1][CH:2]([F:19])[CH2:3][NH:4][CH:5]1[CH2:11][CH2:10][C:9]2[C:12](OC)=[C:13]([NH2:16])[CH:14]=[CH:15][C:8]=2[CH2:7][CH2:6]1.Cl[C:21]1[N:26]=[C:25]([NH:27][C@@H:28]2[CH2:33][CH2:32][CH2:31][CH2:30][C@H:29]2[NH:34][S:35]([CH3:38])(=[O:37])=[O:36])[C:24]([Cl:39])=[CH:23][N:22]=1, predict the reaction product. The product is: [Cl:39][C:24]1[C:25]([NH:27][C@@H:28]2[CH2:33][CH2:32][CH2:31][CH2:30][C@H:29]2[NH:34][S:35]([CH3:38])(=[O:37])=[O:36])=[N:26][C:21]([NH:16][C:13]2[CH:14]=[CH:15][C:8]3[CH2:7][CH2:6][CH:5]([NH:4][CH2:3][CH:2]([F:19])[F:1])[CH2:11][CH2:10][C:9]=3[CH:12]=2)=[N:22][CH:23]=1. (2) Given the reactants Br[C:2]1[N:3]=[CH:4][N:5]([N:7]([CH2:15][CH3:16])[C:8](=[O:14])[O:9][C:10]([CH3:13])([CH3:12])[CH3:11])[CH:6]=1.[N:17]1[CH:22]=[CH:21][CH:20]=[C:19](B(O)O)[CH:18]=1.C(=O)([O-])[O-].[K+].[K+].O, predict the reaction product. The product is: [CH2:15]([N:7]([N:5]1[CH:6]=[C:2]([C:19]2[CH:18]=[N:17][CH:22]=[CH:21][CH:20]=2)[N:3]=[CH:4]1)[C:8](=[O:14])[O:9][C:10]([CH3:13])([CH3:12])[CH3:11])[CH3:16].